Task: Regression. Given two drug SMILES strings and cell line genomic features, predict the synergy score measuring deviation from expected non-interaction effect.. Dataset: NCI-60 drug combinations with 297,098 pairs across 59 cell lines Drug 1: CN1CCC(CC1)COC2=C(C=C3C(=C2)N=CN=C3NC4=C(C=C(C=C4)Br)F)OC. Drug 2: COC1=NC(=NC2=C1N=CN2C3C(C(C(O3)CO)O)O)N. Cell line: SN12C. Synergy scores: CSS=13.5, Synergy_ZIP=-4.57, Synergy_Bliss=-1.12, Synergy_Loewe=-13.8, Synergy_HSA=-0.395.